This data is from Reaction yield outcomes from USPTO patents with 853,638 reactions. The task is: Predict the reaction yield, written as a fraction of the theoretical maximum amount of product (1.0 means a 100% yield; for example, 0.34 means a 34% yield). (1) The reactants are [N+:1]([CH:4]=[C:5]1[NH:9][CH2:8][CH2:7][O:6]1)([O-:3])=[O:2].ClC1C=C(Cl)C=C(Cl)C=1[O:19][C:20](=O)[CH:21]([CH3:34])[C:22](OC1C(Cl)=CC(Cl)=CC=1Cl)=[O:23].C(OC(=O)C)C. The catalyst is C1(C)C(C)=CC=CC=1.CCCCCC. The product is [OH:23][C:22]1[C:4]([N+:1]([O-:3])=[O:2])=[C:5]2[O:6][CH2:7][CH2:8][N:9]2[C:20](=[O:19])[C:21]=1[CH3:34]. The yield is 0.300. (2) The reactants are [CH2:1]([O:8][C:9]1[CH:14]=[CH:13][CH:12]=[CH:11][C:10]=1[N+:15]([O-])=O)[C:2]1[CH:7]=[CH:6][CH:5]=[CH:4][CH:3]=1.[BH4-].[Na+]. The catalyst is CO.Cl[Ni]Cl. The product is [CH2:1]([O:8][C:9]1[CH:14]=[CH:13][CH:12]=[CH:11][C:10]=1[NH2:15])[C:2]1[CH:3]=[CH:4][CH:5]=[CH:6][CH:7]=1. The yield is 1.00. (3) The reactants are CN(C)[CH:3]=[CH:4][C:5]([C:7]1[C:12](=[O:13])[CH:11]=[CH:10][N:9]([C:14]2[CH:19]=[CH:18][C:17]([N:20]3[CH2:25][CH2:24][O:23][CH2:22][CH2:21]3)=[CH:16][CH:15]=2)[N:8]=1)=O.[CH3:27][C:28]([CH3:33])([CH3:32])[CH2:29][NH:30][NH2:31]. The catalyst is CO. The product is [CH3:27][C:28]([CH3:33])([CH3:32])[CH2:29][N:30]1[C:5]([C:7]2[C:12](=[O:13])[CH:11]=[CH:10][N:9]([C:14]3[CH:15]=[CH:16][C:17]([N:20]4[CH2:25][CH2:24][O:23][CH2:22][CH2:21]4)=[CH:18][CH:19]=3)[N:8]=2)=[CH:4][CH:3]=[N:31]1. The yield is 0.220. (4) The reactants are C([Sn](CCCC)(CCCC)[C:6]1[CH:11]=[N:10][CH:9]=[CH:8][N:7]=1)CCC.I[C:21]1[C@@:25]2([CH3:40])[CH2:26][CH2:27][C@H:28]3[C@H:37]([C@@H:24]2[CH2:23][CH:22]=1)[CH2:36][CH:35]=[C:34]1[C@:29]3([CH3:39])[CH2:30][CH2:31][C:32](=[O:38])[NH:33]1. The catalyst is CN(C=O)C.C1C=CC([P]([Pd]([P](C2C=CC=CC=2)(C2C=CC=CC=2)C2C=CC=CC=2)([P](C2C=CC=CC=2)(C2C=CC=CC=2)C2C=CC=CC=2)[P](C2C=CC=CC=2)(C2C=CC=CC=2)C2C=CC=CC=2)(C2C=CC=CC=2)C2C=CC=CC=2)=CC=1. The product is [CH3:39][C@@:29]12[C@H:28]3[CH2:27][CH2:26][C@@:25]4([CH3:40])[C@H:24]([C@@H:37]3[CH2:36][CH:35]=[C:34]1[NH:33][C:32](=[O:38])[CH2:31][CH2:30]2)[CH2:23][CH:22]=[C:21]4[C:6]1[CH:11]=[N:10][CH:9]=[CH:8][N:7]=1. The yield is 0.120. (5) The reactants are [F:1][C:2]1[CH:3]=[C:4]([N:20](C2C=CC=CC=2)[C:21]([C:23]2(C(N)=O)[CH2:25][CH2:24]2)=[O:22])[CH:5]=[CH:6][C:7]=1[O:8][C:9]1[C:18]2[C:13](=[CH:14][C:15](O)=[CH:16][CH:17]=2)[N:12]=[CH:11][CH:10]=1.CS([O:39][CH2:40][CH2:41][C:42]1([O:45][C:46](=[O:53])[C:47]2[CH:52]=[CH:51][CH:50]=[CH:49][CH:48]=2)[CH2:44][CH2:43]1)(=O)=O.[C:54]([O-:57])([O-])=O.[Cs+].[Cs+]. The catalyst is CN(C=O)C. The product is [C:46]([O:45][C:42]1([CH2:41][CH2:40][O:39][C:15]2[CH:14]=[C:13]3[C:18]([C:9]([O:8][C:7]4[CH:6]=[CH:5][C:4]([NH:20][C:21]([C:23]5([C:54](=[O:57])[NH:12][C:13]6[CH:18]=[CH:17][CH:16]=[CH:15][CH:14]=6)[CH2:24][CH2:25]5)=[O:22])=[CH:3][C:2]=4[F:1])=[CH:10][CH:11]=[N:12]3)=[CH:17][CH:16]=2)[CH2:44][CH2:43]1)(=[O:53])[C:47]1[CH:52]=[CH:51][CH:50]=[CH:49][CH:48]=1. The yield is 0.580. (6) The reactants are C(ON=O)CC(C)C.[CH3:9][N:10]1[C:14]2=[N:15][CH:16]=[C:17]([N+:19]([O-:21])=[O:20])[CH:18]=[C:13]2[C:12](N)=[N:11]1.[IH:23].[OH-].[NH4+]. The catalyst is ICI.O.CO.CC(C)=O. The product is [I:23][C:12]1[C:13]2[C:14](=[N:15][CH:16]=[C:17]([N+:19]([O-:21])=[O:20])[CH:18]=2)[N:10]([CH3:9])[N:11]=1. The yield is 0.340.